From a dataset of Retrosynthesis with 50K atom-mapped reactions and 10 reaction types from USPTO. Predict the reactants needed to synthesize the given product. (1) Given the product OCC1(Cc2ccccc2)CC1, predict the reactants needed to synthesize it. The reactants are: CC(C)(C)OC(=O)C1(Cc2ccccc2)CC1. (2) Given the product CNC1CN(c2c(F)cc3c(=O)c(C(=O)O)cn(-c4nc(N)c(F)cc4Cl)c3c2Cl)C1, predict the reactants needed to synthesize it. The reactants are: CNC1CNC1.Nc1nc(-n2cc(C(=O)O)c(=O)c3cc(F)c(F)c(Cl)c32)c(Cl)cc1F. (3) The reactants are: CCOC(=O)c1c(-c2ccc(-c3ccccc3C#N)cc2)c(C#N)c(CC)n1C. Given the product CCc1c(C#N)c(-c2ccc(-c3ccccc3C#N)cc2)c(C(=O)O)n1C, predict the reactants needed to synthesize it. (4) Given the product CC(C)(C)OC(=O)N1C[C@H](O)C[C@H]1C(N)=O, predict the reactants needed to synthesize it. The reactants are: CC(C)(C)OC(=O)N1C[C@H](O)C[C@H]1C(=O)O.On1nnc2ccccc21. (5) The reactants are: C#CCBr.COc1cc(C(=O)NC(C)(C)C(C)C)ccc1O. Given the product C#CCOc1ccc(C(=O)NC(C)(C)C(C)C)cc1OC, predict the reactants needed to synthesize it.